Dataset: Peptide-MHC class I binding affinity with 185,985 pairs from IEDB/IMGT. Task: Regression. Given a peptide amino acid sequence and an MHC pseudo amino acid sequence, predict their binding affinity value. This is MHC class I binding data. (1) The peptide sequence is CAMPYNILDR. The MHC is HLA-A31:01 with pseudo-sequence HLA-A31:01. The binding affinity (normalized) is 0.472. (2) The peptide sequence is QAPGKGLEWV. The MHC is HLA-A02:06 with pseudo-sequence HLA-A02:06. The binding affinity (normalized) is 0.212. (3) The peptide sequence is ETIFTVLAL. The MHC is HLA-A80:01 with pseudo-sequence HLA-A80:01. The binding affinity (normalized) is 0.0847. (4) The peptide sequence is RTNRNELFQL. The MHC is HLA-A02:01 with pseudo-sequence HLA-A02:01. The binding affinity (normalized) is 0.0434. (5) The peptide sequence is LLLRPFWPA. The MHC is HLA-A02:11 with pseudo-sequence HLA-A02:11. The binding affinity (normalized) is 1.00. (6) The peptide sequence is MTAGIFLFF. The MHC is HLA-A68:02 with pseudo-sequence HLA-A68:02. The binding affinity (normalized) is 0.725. (7) The peptide sequence is GVPAWRNA. The MHC is Mamu-A01 with pseudo-sequence Mamu-A01. The binding affinity (normalized) is 0. (8) The peptide sequence is HLAGFIHAC. The MHC is HLA-B15:01 with pseudo-sequence HLA-B15:01. The binding affinity (normalized) is 0.285.